This data is from Forward reaction prediction with 1.9M reactions from USPTO patents (1976-2016). The task is: Predict the product of the given reaction. (1) Given the reactants C(=O)([O-])[O-].[K+].[K+].[C:7]1([N:13]2[CH2:18][CH2:17][NH:16][CH2:15][CH2:14]2)[CH:12]=[CH:11][CH:10]=[CH:9][CH:8]=1.Cl[CH2:20][C:21]([C:23]1[CH:28]=[CH:27][CH:26]=[CH:25][CH:24]=1)=[O:22].O, predict the reaction product. The product is: [C:23]1([C:21](=[O:22])[CH2:20][N:16]2[CH2:17][CH2:18][N:13]([C:7]3[CH:12]=[CH:11][CH:10]=[CH:9][CH:8]=3)[CH2:14][CH2:15]2)[CH:28]=[CH:27][CH:26]=[CH:25][CH:24]=1. (2) Given the reactants [F:1][C:2]1[CH:7]=[CH:6][CH:5]=[C:4]([F:8])[C:3]=1[I:9].OS(O)(=O)=O.[N+:15]([O-])([OH:17])=[O:16].[OH-].[Na+], predict the reaction product. The product is: [F:1][C:2]1[CH:7]=[CH:6][C:5]([N+:15]([O-:17])=[O:16])=[C:4]([F:8])[C:3]=1[I:9]. (3) Given the reactants C([CH2:4][CH:5]([NH2:28])[CH2:6][CH2:7][CH2:8][CH2:9][CH2:10][O:11][C:12]1[CH:17]=[CH:16][C:15]([C:18]([C:20]2[CH:25]=[CH:24][C:23]([Br:26])=[CH:22][CH:21]=2)=[O:19])=[C:14]([F:27])[CH:13]=1)C=C.[C:29]([OH:36])(=[O:35])/[CH:30]=[CH:31]/[C:32]([OH:34])=[O:33], predict the reaction product. The product is: [C:29]([OH:36])(=[O:35])/[CH:30]=[CH:31]/[C:32]([OH:34])=[O:33].[CH2:31]([C:5]([CH3:4])([NH2:28])[CH2:6][CH2:7][CH2:8][CH2:9][CH2:10][O:11][C:12]1[CH:17]=[CH:16][C:15]([C:18]([C:20]2[CH:21]=[CH:22][C:23]([Br:26])=[CH:24][CH:25]=2)=[O:19])=[C:14]([F:27])[CH:13]=1)[CH:30]=[CH2:29]. (4) The product is: [F:8][C:9]1[CH:14]=[C:13]([S:15]([CH3:18])(=[O:16])=[O:17])[CH:12]=[CH:11][C:10]=1[C:19]1[O:20][C:21]2[CH:27]=[CH:26][C:25]([CH:28]3[CH2:33][CH2:32][N:31]([C:3]([O:5][CH2:34][CH:35]([CH3:37])[CH3:36])=[O:4])[CH2:30][CH2:29]3)=[CH:24][C:22]=2[N:23]=1. Given the reactants FC(F)(F)[C:3]([OH:5])=[O:4].[F:8][C:9]1[CH:14]=[C:13]([S:15]([CH3:18])(=[O:17])=[O:16])[CH:12]=[CH:11][C:10]=1[C:19]1[O:20][C:21]2[CH:27]=[CH:26][C:25]([CH:28]3[CH2:33][CH2:32][NH:31][CH2:30][CH2:29]3)=[CH:24][C:22]=2[N:23]=1.[CH2:34](O)[CH:35]([CH3:37])[CH3:36].CCOC(C)=O.O, predict the reaction product. (5) The product is: [CH2:12]([NH:11][C:9]([NH:8][C:5]1[N:6]=[CH:7][C:2]([C:29]2[CH:30]=[N:31][CH:32]=[C:33]([C:34]([O:36][CH2:37][CH3:38])=[O:35])[CH:39]=2)=[C:3]([C:14]2[CH:15]=[N:16][CH:17]=[C:18]([F:20])[CH:19]=2)[CH:4]=1)=[O:10])[CH3:13]. Given the reactants Br[C:2]1[C:3]([C:14]2[CH:15]=[N:16][CH:17]=[C:18]([F:20])[CH:19]=2)=[CH:4][C:5]([NH:8][C:9]([NH:11][CH2:12][CH3:13])=[O:10])=[N:6][CH:7]=1.CC1(C)C(C)(C)OB([C:29]2[CH:30]=[N:31][CH:32]=[C:33]([CH:39]=2)[C:34]([O:36][CH2:37][CH3:38])=[O:35])O1.C(=O)([O-])[O-].[Cs+].[Cs+], predict the reaction product.